From a dataset of Forward reaction prediction with 1.9M reactions from USPTO patents (1976-2016). Predict the product of the given reaction. (1) Given the reactants C([O-])([O-])=O.[K+].[K+].[F:7][C:8]([F:20])([F:19])[C:9]1[NH:13][N:12]=[CH:11][C:10]=1[C:14]([O:16][CH2:17][CH3:18])=[O:15].Cl[CH2:22][C:23]1[CH:28]=[CH:27][C:26]([O:29][CH3:30])=[CH:25][CH:24]=1, predict the reaction product. The product is: [CH3:30][O:29][C:26]1[CH:27]=[CH:28][C:23]([CH2:22][N:12]2[CH:11]=[C:10]([C:14]([O:16][CH2:17][CH3:18])=[O:15])[C:9]([C:8]([F:7])([F:19])[F:20])=[N:13]2)=[CH:24][CH:25]=1. (2) Given the reactants [CH:1]1([CH2:7][C:8]2[CH:17]=[CH:16][C:11]([C:12](OC)=[O:13])=[CH:10][C:9]=2[C:18]([F:21])([F:20])[F:19])[CH2:6][CH2:5][CH2:4][CH2:3][CH2:2]1.[BH4-].[Li+].C1COCC1.Cl, predict the reaction product. The product is: [CH:1]1([CH2:7][C:8]2[CH:17]=[CH:16][C:11]([CH2:12][OH:13])=[CH:10][C:9]=2[C:18]([F:19])([F:20])[F:21])[CH2:2][CH2:3][CH2:4][CH2:5][CH2:6]1. (3) Given the reactants [C:1]([C:5]1[S:9][C:8]([C:10]([NH:12][C@@H:13]([CH2:27][C:28]2[CH:33]=[CH:32][C:31]([C:34]3[N:39]=[CH:38][C:37]([C:40]4[CH:45]=[CH:44][C:43]([OH:46])=[CH:42][CH:41]=4)=[CH:36][N:35]=3)=[CH:30][CH:29]=2)[C:14]([N:16]2[CH2:19][CH:18]([C:20]([O:22][C:23]([CH3:26])([CH3:25])[CH3:24])=[O:21])[CH2:17]2)=[O:15])=[O:11])=[CH:7][CH:6]=1)([CH3:4])([CH3:3])[CH3:2].C([O-])([O-])=O.[Cs+].[Cs+].Br[CH2:54][CH2:55][CH2:56][CH:57]([CH3:59])[CH3:58], predict the reaction product. The product is: [C:1]([C:5]1[S:9][C:8]([C:10]([NH:12][C@@H:13]([CH2:27][C:28]2[CH:33]=[CH:32][C:31]([C:34]3[N:35]=[CH:36][C:37]([C:40]4[CH:45]=[CH:44][C:43]([O:46][CH2:54][CH2:55][CH2:56][CH:57]([CH3:59])[CH3:58])=[CH:42][CH:41]=4)=[CH:38][N:39]=3)=[CH:30][CH:29]=2)[C:14]([N:16]2[CH2:19][CH:18]([C:20]([O:22][C:23]([CH3:26])([CH3:24])[CH3:25])=[O:21])[CH2:17]2)=[O:15])=[O:11])=[CH:7][CH:6]=1)([CH3:2])([CH3:3])[CH3:4]. (4) Given the reactants [S:1]([NH2:11])(=[O:10])([C:3]1[CH:8]=[CH:7][C:6]([NH2:9])=[CH:5][CH:4]=1)=[O:2].[Na+].[N+]([C:16]1[CH:17]=C(S([O-])(=O)=O)C=[CH:20][CH:21]=1)([O-])=O.B(O)(O)O.C(=O)/C=C/C, predict the reaction product. The product is: [CH3:20][C:21]1[CH:16]=[CH:17][C:5]2[C:6](=[CH:7][CH:8]=[C:3]([S:1]([NH2:11])(=[O:10])=[O:2])[CH:4]=2)[N:9]=1. (5) Given the reactants Cl.[NH2:2][CH2:3][CH2:4][CH2:5][N:6]1[C:14](=[O:15])[C:13]2[N:12]([CH2:16][C:17]3[CH:22]=[CH:21][C:20]([Cl:23])=[CH:19][CH:18]=3)[C:11]([O:24][C:25]3[CH:30]=[CH:29][CH:28]=[C:27]([O:31][C:32]([F:35])([F:34])[F:33])[CH:26]=3)=[N:10][C:9]=2[N:8]([CH3:36])[C:7]1=[O:37].[C:38](Cl)(=[O:40])[CH3:39], predict the reaction product. The product is: [Cl:23][C:20]1[CH:21]=[CH:22][C:17]([CH2:16][N:12]2[C:13]3[C:14](=[O:15])[N:6]([CH2:5][CH2:4][CH2:3][NH:2][C:38](=[O:40])[CH3:39])[C:7](=[O:37])[N:8]([CH3:36])[C:9]=3[N:10]=[C:11]2[O:24][C:25]2[CH:30]=[CH:29][CH:28]=[C:27]([O:31][C:32]([F:34])([F:33])[F:35])[CH:26]=2)=[CH:18][CH:19]=1. (6) Given the reactants [Cl:1][C:2]1[CH:7]=[CH:6][N:5]=[C:4]2[CH:8]=[C:9]([C:11]3[S:12][C:13]([C:17](Cl)=[O:18])=[C:14]([CH3:16])[N:15]=3)[S:10][C:3]=12.[CH3:20][N:21]1[CH2:26][CH2:25][NH:24][CH2:23][CH2:22]1, predict the reaction product. The product is: [Cl:1][C:2]1[CH:7]=[CH:6][N:5]=[C:4]2[CH:8]=[C:9]([C:11]3[S:12][C:13]([C:17]([N:24]4[CH2:25][CH2:26][N:21]([CH3:20])[CH2:22][CH2:23]4)=[O:18])=[C:14]([CH3:16])[N:15]=3)[S:10][C:3]=12. (7) Given the reactants F[C:2](F)(F)[C:3]([O-:5])=[O:4].FC(F)(F)C([O-])=O.[C:15]([C:18]1[CH:19]=[CH:20][C:21]2[C:22]([CH:44]3[CH2:49][CH2:48][CH2:47][CH2:46][CH2:45]3)=[C:23]3[C:30]4[CH:31]=[CH:32][CH:33]=[CH:34][C:29]=4[O:28][CH2:27][C@H:26]([NH+:35]([CH3:41])[CH2:36][CH2:37][NH+:38]([CH3:40])[CH3:39])[CH2:25][N:24]3[C:42]=2[CH:43]=1)([OH:17])=O.[NH2:50][C:51]1([C:56]([NH:58][C:59]2[CH:64]=[CH:63][C:62](/[CH:65]=C/C(OC)=O)=[CH:61][CH:60]=2)=[O:57])[CH2:55][CH2:54][CH2:53][CH2:52]1.CCN(C(C)C)C(C)C.CN(C(ON1N=NC2C=CC=NC1=2)=[N+](C)C)C.F[P-](F)(F)(F)(F)F.O.[OH-].[Li+], predict the reaction product. The product is: [CH:44]1([C:22]2[C:21]3[CH:20]=[CH:19][C:18]([C:15]([NH:50][C:51]4([C:56]([NH:58][C:59]5[CH:64]=[CH:63][C:62](/[CH:65]=[CH:2]/[C:3]([OH:5])=[O:4])=[CH:61][CH:60]=5)=[O:57])[CH2:55][CH2:54][CH2:53][CH2:52]4)=[O:17])=[CH:43][C:42]=3[N:24]3[C:23]=2[C:30]2[CH:31]=[CH:32][CH:33]=[CH:34][C:29]=2[O:28][CH2:27][C@H:26]([N:35]([CH2:36][CH2:37][N:38]([CH3:39])[CH3:40])[CH3:41])[CH2:25]3)[CH2:49][CH2:48][CH2:47][CH2:46][CH2:45]1. (8) Given the reactants [Cl:1][C:2]1[CH:3]=[C:4]([N:9]2[C:13]3=[CH:14][CH2:15][CH2:16][CH2:17][C:12]3([CH2:18][C:19]3[CH:26]=[CH:25][C:22]([C:23]#[N:24])=[CH:21][CH:20]=3)[NH:11][C:10]2=[O:27])[CH:5]=[C:6]([Cl:8])[CH:7]=1.[H-].[Na+].Br[CH2:31][C:32]([O:34][CH2:35][CH3:36])=[O:33], predict the reaction product. The product is: [CH2:35]([O:34][C:32](=[O:33])[CH2:31][C:13]12[CH2:14][CH2:15][CH2:16][CH2:17][C:12]1([CH2:18][C:19]1[CH:20]=[CH:21][C:22]([C:23]#[N:24])=[CH:25][CH:26]=1)[NH:11][C:10](=[O:27])[N:9]2[C:4]1[CH:5]=[C:6]([Cl:8])[CH:7]=[C:2]([Cl:1])[CH:3]=1)[CH3:36]. (9) Given the reactants [CH:1](O)=O.[CH2:4]([O:16][C:17]1[CH:23]=[CH:22][C:20]([NH2:21])=[C:19]([N+:24]([O-])=O)[CH:18]=1)[CH2:5][CH2:6][CH2:7][CH2:8][CH2:9][CH2:10][CH2:11][CH2:12][CH2:13][CH2:14][CH3:15].[Cl-].[NH4+], predict the reaction product. The product is: [CH2:4]([O:16][C:17]1[CH:23]=[CH:22][C:20]2[NH:21][CH:1]=[N:24][C:19]=2[CH:18]=1)[CH2:5][CH2:6][CH2:7][CH2:8][CH2:9][CH2:10][CH2:11][CH2:12][CH2:13][CH2:14][CH3:15].